This data is from Experimentally validated miRNA-target interactions with 360,000+ pairs, plus equal number of negative samples. The task is: Binary Classification. Given a miRNA mature sequence and a target amino acid sequence, predict their likelihood of interaction. (1) The miRNA is hsa-miR-616-3p with sequence AGUCAUUGGAGGGUUUGAGCAG. The protein sequence of the target gene is MSLALNDLLICCRQLEHDRATERRKEVDKFKRLIQDPETVQHLDRHSDSKQGKYLNWDAVFRFLQKYIQKEMESLRTAKSNVSATTQSSRQKKMQEISSLVRYFIKCANKRAPRLKCQDLLNYVMDTVKDSSNGLTYGADCSNILLKDILSVRKYWCEVSQQQWLELFSLYFRLYLKPSQDINRVLVARIIHAVTRGCCSQTDGLPSKFLDLFSKAIQYARQEKSSPGLSHILAALNIFLKSLAVNFRKRVCEAGDEILPTLLYIWTQHRLNDSLKEVIIELIQLQIYIHHPQGARAPEE.... Result: 0 (no interaction). (2) The miRNA is hsa-miR-6851-5p with sequence AGGAGGUGGUACUAGGGGCCAGC. The protein sequence of the target gene is MSLSSGASGGKGVDANPVETYDSGDEWDIGVGNLIIDLDADLEKDQQKLEMSGSKEVGIPAPNAVATLPDNIKFVTPVPGPQGKEGKSKSKRSKSGKDTSKPTPGTSLFTPSEGAASKKEVQGRSGDGANAGGLVAAIAPKGSEKAAKASRSVAGSKKEKENSSSKSKKERSEGVGTCSEKDPGVLQPVPLGGRGGQYDGSAGVDTGAVEPLGSIAIEPGAALNPLGTKPEPEEGENECRLLKKVKSEKMESPVSTPAVLPIHLLVPVVNNDISSPCEQIMVRTRSVGVNTCDVALATEP.... Result: 1 (interaction). (3) The miRNA is hsa-miR-6070 with sequence CCGGUUCCAGUCCCUGGAG. The protein sequence of the target gene is MAVFHDEVEIEDFQYDEDSETYFYPCPCGDNFSITKEDLENGEDVATCPSCSLIIKVIYDKDQFVCGETVPAPSANKELVKC. Result: 0 (no interaction). (4) The miRNA is hsa-let-7c-5p with sequence UGAGGUAGUAGGUUGUAUGGUU. The protein sequence of the target gene is MSWSGLLHGLNTSLTCGPALVPRLWATCSMATLNQMHRLGPPKRPPRKLGPTEGRPQLKGVVLCTFTRKPKKPNSANRKCCRVRLSTGREAVCFIPGEGHTLQEHQIVLVEGGRTQDLPGVKLTVVRGKYDCGHVQKK. Result: 0 (no interaction). (5) The miRNA is hsa-miR-1207-5p with sequence UGGCAGGGAGGCUGGGAGGGG. The protein sequence of the target gene is MNPTLGLAIFLAVLLTVKGLLKPSFSPRNYKALSEVQGWKQRMAAKELARQNMDLGFKLLKKLAFYNPGRNIFLSPLSISTAFSMLCLGAQDSTLDEIKQGFNFRKMPEKDLHEGFHYIIHELTQKTQDLKLSIGNTLFIDQRLQPQRKFLEDAKNFYSAETILTNFQNLEMAQKQINDFISQKTHGKINNLIENIDPGTVMLLANYIFFRARWKHEFDPNVTKEEDFFLEKNSSVKVPMMFRSGIYQVGYDDKLSCTILEIPYQKNITAIFILPDEGKLKHLEKGLQVDTFSRWKTLLS.... Result: 0 (no interaction).